Dataset: Full USPTO retrosynthesis dataset with 1.9M reactions from patents (1976-2016). Task: Predict the reactants needed to synthesize the given product. (1) Given the product [Cl:1][C:2]1[CH:9]=[CH:8][C:5](/[CH:6]=[N:12]/[CH3:11])=[C:4]([F:10])[CH:3]=1, predict the reactants needed to synthesize it. The reactants are: [Cl:1][C:2]1[CH:9]=[CH:8][C:5]([CH:6]=O)=[C:4]([F:10])[CH:3]=1.[CH3:11][NH2:12]. (2) The reactants are: [C:1]([O:5][C:6]([NH:8][C:9]1[O:17][C:16]2[C:11](=[N:12][CH:13]=[C:14]([C:18]3[CH:19]=[N:20][C:21]([C:24]([NH:26][CH3:27])=[O:25])=[CH:22][CH:23]=3)[CH:15]=2)[C:10]=1[C:28]([O:30]CC)=[O:29])=[O:7])([CH3:4])([CH3:3])[CH3:2].CO.O[Li].O.Cl. Given the product [C:1]([O:5][C:6]([NH:8][C:9]1[O:17][C:16]2[C:11](=[N:12][CH:13]=[C:14]([C:18]3[CH:19]=[N:20][C:21]([C:24]([NH:26][CH3:27])=[O:25])=[CH:22][CH:23]=3)[CH:15]=2)[C:10]=1[C:28]([OH:30])=[O:29])=[O:7])([CH3:4])([CH3:2])[CH3:3], predict the reactants needed to synthesize it. (3) Given the product [CH3:38][N:39]([CH3:43])[CH2:40][CH2:41][N:42]1[C:44](=[O:45])[N:6]2[CH:7]([C:23]3[CH:28]=[CH:27][CH:26]=[C:25]([OH:29])[CH:24]=3)[C:8]3[NH:9][C:10]4[C:15]([C:16]=3[CH2:17][C:5]2([CH3:30])[C:3]1=[O:4])=[CH:14][C:13]([O:18][CH2:19][CH2:20][O:21][CH3:22])=[CH:12][CH:11]=4, predict the reactants needed to synthesize it. The reactants are: CO[C:3]([C:5]1([CH3:30])[CH2:17][C:16]2[C:15]3[C:10](=[CH:11][CH:12]=[C:13]([O:18][CH2:19][CH2:20][O:21][CH3:22])[CH:14]=3)[NH:9][C:8]=2[CH:7]([C:23]2[CH:28]=[CH:27][CH:26]=[C:25]([OH:29])[CH:24]=2)[NH:6]1)=[O:4].C(N(CC)CC)C.[CH3:38][N:39]([CH3:43])[CH2:40][CH2:41][NH2:42].[C:44](=O)([O-])[O-:45].[Na+].[Na+]. (4) Given the product [CH3:1][O:2][C:3]([C:5]1[S:6][C:7]([CH2:11][OH:14])=[CH:8][C:9]=1[Cl:10])=[O:4], predict the reactants needed to synthesize it. The reactants are: [CH3:1][O:2][C:3]([C:5]1[S:6][C:7]([CH2:11]Br)=[CH:8][C:9]=1[Cl:10])=[O:4].C([O-])(O)=[O:14].[Na+]. (5) Given the product [Cl:1][C:2]1[N:3]=[CH:4][C:5]([CH:18]([OH:24])[CH2:19][OH:34])=[C:6]([C:8]2[NH:9][C:10]3[C:15]([CH:16]=2)=[C:14]([F:17])[CH:13]=[CH:12][CH:11]=3)[CH:7]=1, predict the reactants needed to synthesize it. The reactants are: [Cl:1][C:2]1[CH:7]=[C:6]([C:8]2[NH:9][C:10]3[C:15]([CH:16]=2)=[C:14]([F:17])[CH:13]=[CH:12][CH:11]=3)[C:5]([CH:18]=[CH2:19])=[CH:4][N:3]=1.C[N+]1([O-])CC[O:24]CC1.[O-]S([O-])=O.[Na+].[Na+].[OH2:34]. (6) Given the product [N:22]1([CH2:23][CH2:24][NH:25][C:26](=[O:32])[O:27][C:28]([CH3:29])([CH3:31])[CH3:30])[C:21]2[C:20]3[CH:19]=[CH:18][CH:17]=[CH:16][C:15]=3[N:14]=[CH:13][C:12]=2[N:11]=[CH:1]1, predict the reactants needed to synthesize it. The reactants are: [CH:1](OCC)(OCC)OCC.[NH2:11][C:12]1[CH:13]=[N:14][C:15]2[C:20]([C:21]=1[NH:22][CH2:23][CH2:24][NH:25][C:26](=[O:32])[O:27][C:28]([CH3:31])([CH3:30])[CH3:29])=[CH:19][CH:18]=[CH:17][CH:16]=2. (7) Given the product [F:1][C:2]1[CH:3]=[CH:4][C:5]2[C:11](=[CH2:18])[C:10]3[CH:13]=[CH:14][CH:15]=[N:16][C:9]=3[CH2:8][O:7][C:6]=2[CH:17]=1, predict the reactants needed to synthesize it. The reactants are: [F:1][C:2]1[CH:3]=[CH:4][C:5]2[C:11](=O)[C:10]3[CH:13]=[CH:14][CH:15]=[N:16][C:9]=3[CH2:8][O:7][C:6]=2[CH:17]=1.[C@H:18](O)(C([O-])=O)[C@@H](O)C([O-])=O.[Na+].[K+]. (8) Given the product [C:5]1([S:8]([OH:11])(=[O:10])=[O:9])[CH:6]=[CH:7][CH:2]=[CH:3][CH:4]=1.[F:20][C:13]([F:21])([C:14]1[CH:19]=[CH:18][CH:17]=[CH:16][N:15]=1)[CH2:12][NH2:24], predict the reactants needed to synthesize it. The reactants are: C[C:2]1[CH:7]=[CH:6][C:5]([S:8]([O:11][CH2:12][C:13]([F:21])([F:20])[C:14]2[CH:19]=[CH:18][CH:17]=[CH:16][N:15]=2)(=[O:10])=[O:9])=[CH:4][CH:3]=1.[Na+].[I-].[NH3:24].C1(S(O)(=O)=O)C=CC=CC=1.